Dataset: Full USPTO retrosynthesis dataset with 1.9M reactions from patents (1976-2016). Task: Predict the reactants needed to synthesize the given product. (1) The reactants are: [H-].[Na+].CN(C)C=O.[F:8][C:9]1[CH:35]=[CH:34][C:12]([O:13][C:14]2[C:22]3[N:21]=[C:20](S(C)(=O)=O)[NH:19][C:18]=3[CH:17]=[C:16]([O:27][C:28]3[CH:29]=[N:30][CH:31]=[CH:32][CH:33]=3)[CH:15]=2)=[CH:11][CH:10]=1.[NH:36]1[CH:40]=[N:39][CH:38]=[N:37]1. Given the product [F:8][C:9]1[CH:35]=[CH:34][C:12]([O:13][C:14]2[C:22]3[N:21]=[C:20]([N:36]4[CH:40]=[N:39][CH:38]=[N:37]4)[NH:19][C:18]=3[CH:17]=[C:16]([O:27][C:28]3[CH:29]=[N:30][CH:31]=[CH:32][CH:33]=3)[CH:15]=2)=[CH:11][CH:10]=1, predict the reactants needed to synthesize it. (2) Given the product [O:1]1[CH2:6][CH2:5][CH:4]([CH2:7][C:8]([O:10][CH2:11][CH3:12])=[O:9])[CH2:3][CH2:2]1, predict the reactants needed to synthesize it. The reactants are: [O:1]1[CH2:6][CH2:5][C:4](=[CH:7][C:8]([O:10][CH2:11][CH3:12])=[O:9])[CH2:3][CH2:2]1.C([O-])=O.[NH4+].